The task is: Predict which catalyst facilitates the given reaction.. This data is from Catalyst prediction with 721,799 reactions and 888 catalyst types from USPTO. (1) Reactant: [CH:1]1([C:6]([C:8]2[CH:9]=[C:10]([O:22]S(C(F)(F)F)(=O)=O)[CH:11]=[C:12]([O:14][S:15]([C:18]([F:21])([F:20])[F:19])(=[O:17])=[O:16])[CH:13]=2)=[O:7])[CH2:5][CH2:4][CH2:3][CH2:2]1.C(=O)([O-])[O-].[Cs+].[Cs+]. Product: [CH:1]1([C:6]([C:8]2[CH:13]=[C:12]([O:14][S:15]([C:18]([F:21])([F:19])[F:20])(=[O:17])=[O:16])[CH:11]=[C:10]([OH:22])[CH:9]=2)=[O:7])[CH2:2][CH2:3][CH2:4][CH2:5]1. The catalyst class is: 57. (2) Reactant: C([O-])([O-])=O.[K+].[K+].[Cl:7][C:8]1[CH:13]=[CH:12][C:11](B(O)O)=[CH:10][CH:9]=1.Br[C:18]1[CH:23]=[CH:22][C:21]([C:24]2[N:33]=[C:32]([NH:34][CH2:35][CH2:36][CH2:37][N:38]([CH2:41][CH3:42])[CH2:39][CH3:40])[C:31]3[C:26](=[CH:27][C:28]([Cl:43])=[CH:29][CH:30]=3)[N:25]=2)=[CH:20][CH:19]=1. Product: [Cl:43][C:28]1[CH:27]=[C:26]2[C:31]([C:32]([NH:34][CH2:35][CH2:36][CH2:37][N:38]([CH2:41][CH3:42])[CH2:39][CH3:40])=[N:33][C:24]([C:21]3[CH:22]=[CH:23][C:18]([C:11]4[CH:12]=[CH:13][C:8]([Cl:7])=[CH:9][CH:10]=4)=[CH:19][CH:20]=3)=[N:25]2)=[CH:30][CH:29]=1. The catalyst class is: 394. (3) Reactant: [Br:1][C:2]1[CH:3]=[C:4]([C:16]([OH:18])=O)[C:5]2[C:6]([CH3:15])=[CH:7][N:8]([CH:11]([CH2:13][CH3:14])[CH3:12])[C:9]=2[CH:10]=1.[NH2:19][CH2:20][C:21]1[C:22](=[O:29])[NH:23][C:24]([CH3:28])=[CH:25][C:26]=1[CH3:27].ON1C2N=CC=CC=2N=N1.C(Cl)CCl.CN1CCOCC1. Product: [Br:1][C:2]1[CH:3]=[C:4]([C:16]([NH:19][CH2:20][C:21]2[C:22](=[O:29])[NH:23][C:24]([CH3:28])=[CH:25][C:26]=2[CH3:27])=[O:18])[C:5]2[C:6]([CH3:15])=[CH:7][N:8]([CH:11]([CH2:13][CH3:14])[CH3:12])[C:9]=2[CH:10]=1. The catalyst class is: 16. (4) Reactant: Cl[C:2]1[N:7]=[C:6]([S:8][C:9]#[N:10])[C:5]([N+:11]([O-:13])=[O:12])=[CH:4][N:3]=1.[N:14]1[C:18]2[CH:19]=[CH:20][CH:21]=[CH:22][C:17]=2[NH:16][CH:15]=1.CCN(CC)CC. Product: [N+:11]([C:5]1[C:6]([S:8][C:9]#[N:10])=[N:7][C:2]([N:14]2[C:18]3[CH:19]=[CH:20][CH:21]=[CH:22][C:17]=3[N:16]=[CH:15]2)=[N:3][CH:4]=1)([O-:13])=[O:12]. The catalyst class is: 3. (5) Reactant: [C:1]([CH:5]1[CH2:9][NH:8][CH2:7][CH:6]1[N:10]1[CH2:19][C:18]2[C:13](=[CH:14][C:15]3[N:22]([C:23]([C:36]4[CH:41]=[CH:40][CH:39]=[CH:38][CH:37]=4)([C:30]4[CH:35]=[CH:34][CH:33]=[CH:32][CH:31]=4)[C:24]4[CH:29]=[CH:28][CH:27]=[CH:26][CH:25]=4)[N:21]=[C:20]([C:42]4[CH:47]=[CH:46][N:45]=[C:44]([CH3:48])[CH:43]=4)[C:16]=3[CH:17]=2)[NH:12][C:11]1=[O:49])([CH3:4])([CH3:3])[CH3:2].FC(F)(F)S(O[CH2:56][C:57]([F:60])([F:59])[F:58])(=O)=O.C(N(C(C)C)C(C)C)C. Product: [C:1]([CH:5]1[CH2:9][N:8]([CH2:56][C:57]([F:60])([F:59])[F:58])[CH2:7][CH:6]1[N:10]1[CH2:19][C:18]2[C:13](=[CH:14][C:15]3[N:22]([C:23]([C:24]4[CH:29]=[CH:28][CH:27]=[CH:26][CH:25]=4)([C:36]4[CH:37]=[CH:38][CH:39]=[CH:40][CH:41]=4)[C:30]4[CH:35]=[CH:34][CH:33]=[CH:32][CH:31]=4)[N:21]=[C:20]([C:42]4[CH:47]=[CH:46][N:45]=[C:44]([CH3:48])[CH:43]=4)[C:16]=3[CH:17]=2)[NH:12][C:11]1=[O:49])([CH3:4])([CH3:3])[CH3:2]. The catalyst class is: 3. (6) Product: [ClH:19].[CH3:15][O:14][C@H:12]1[CH2:13][C@H:8]([NH2:7])[CH2:9][C:10]([CH3:17])([CH3:16])[CH2:11]1. Reactant: C(OC(=O)[NH:7][C@H:8]1[CH2:13][C@H:12]([O:14][CH3:15])[CH2:11][C:10]([CH3:17])([CH3:16])[CH2:9]1)(C)(C)C.[ClH:19]. The catalyst class is: 12. (7) Reactant: [N:1]1[C:10]2[C:5](=[CH:6][CH:7]=[C:8]([CH2:11][C:12]([OH:14])=[O:13])[CH:9]=2)[CH:4]=[CH:3][CH:2]=1.O=S(Cl)Cl.[CH3:19]O. Product: [N:1]1[C:10]2[C:5](=[CH:6][CH:7]=[C:8]([CH2:11][C:12]([O:14][CH3:19])=[O:13])[CH:9]=2)[CH:4]=[CH:3][CH:2]=1. The catalyst class is: 9. (8) Reactant: [C:1]1([CH:9]=O)[C:2]([CH:7]=[O:8])=[CH:3][CH:4]=[CH:5][CH:6]=1.[NH2:11][C@@H:12]([CH2:16][CH:17]1[CH2:21][CH2:20][CH2:19][CH2:18]1)[C:13]([OH:15])=[O:14]. Product: [CH:17]1([CH2:16][C@H:12]([N:11]2[CH2:9][C:1]3[C:2](=[CH:3][CH:4]=[CH:5][CH:6]=3)[C:7]2=[O:8])[C:13]([OH:15])=[O:14])[CH2:18][CH2:19][CH2:20][CH2:21]1. The catalyst class is: 10. (9) Reactant: [Cl:1][C:2]1[CH:9]=[C:8]([NH:10][CH2:11][CH3:12])[C:5]([CH:6]=O)=[CH:4][N:3]=1.[Cl:13][C:14]1[C:15]([F:27])=[C:16]([CH2:21][C:22]([O:24]CC)=O)[C:17]([F:20])=[CH:18][CH:19]=1.C([O-])([O-])=O.[K+].[K+]. Product: [Cl:1][C:2]1[CH:9]=[C:8]2[C:5]([CH:6]=[C:21]([C:16]3[C:17]([F:20])=[CH:18][CH:19]=[C:14]([Cl:13])[C:15]=3[F:27])[C:22](=[O:24])[N:10]2[CH2:11][CH3:12])=[CH:4][N:3]=1. The catalyst class is: 3. (10) Product: [OH:22][CH2:21][C:9]1[N:10]([CH2:13][CH2:14][CH2:15][CH2:16][CH2:17][CH2:18][CH2:19][CH3:20])[C:11](=[O:12])[N:7]([CH2:6][C:5]2[CH:42]=[CH:43][C:2]([CH3:1])=[CH:3][CH:4]=2)[N:8]=1. Reactant: [CH3:1][C:2]1[CH:43]=[CH:42][C:5]([CH2:6][N:7]2[C:11](=[O:12])[N:10]([CH2:13][CH2:14][CH2:15][CH2:16][CH2:17][CH2:18][CH2:19][CH3:20])[C:9]([CH2:21][O:22]C(C3C=CC=CC=3)(C3C=CC=CC=3)C3C=CC=CC=3)=[N:8]2)=[CH:4][CH:3]=1.C(O)(C(F)(F)F)=O. The catalyst class is: 4.